From a dataset of Full USPTO retrosynthesis dataset with 1.9M reactions from patents (1976-2016). Predict the reactants needed to synthesize the given product. (1) Given the product [CH3:23][C:4]1([C:15]([O:17][CH2:18][CH3:19])=[O:16])[CH2:3][C:2]([CH3:20])([CH3:1])[CH2:6][N:5]1[C:8]([O:10][C:11]([CH3:14])([CH3:13])[CH3:12])=[O:9], predict the reactants needed to synthesize it. The reactants are: [CH3:1][C:2]1([CH3:20])[C:6](=O)[N:5]([C:8]([O:10][C:11]([CH3:14])([CH3:13])[CH3:12])=[O:9])[C@H:4]([C:15]([O:17][CH2:18][CH3:19])=[O:16])[CH2:3]1.[Li].I[CH3:23]. (2) Given the product [Cl:26][C:20]1[CH:19]=[CH:18][C:17]2[N:16]([N:15]=[C:14]([C:27]3[CH:32]=[CH:31][CH:30]=[CH:29][CH:28]=3)[C:13]=2[CH:50]([OH:51])[C:48]2[CH:47]=[CH:46][CH:45]=[C:44]([S:43][C:38]3[CH:39]=[CH:40][CH:41]=[CH:42][C:37]=3[O:36][CH2:35][O:34][CH3:33])[N:49]=2)[C:21]=1[Si:22]([CH3:25])([CH3:24])[CH3:23], predict the reactants needed to synthesize it. The reactants are: C([Li])CCC.CCCCCC.Br[C:13]1[C:14]([C:27]2[CH:32]=[CH:31][CH:30]=[CH:29][CH:28]=2)=[N:15][N:16]2[C:21]([Si:22]([CH3:25])([CH3:24])[CH3:23])=[C:20]([Cl:26])[CH:19]=[CH:18][C:17]=12.[CH3:33][O:34][CH2:35][O:36][C:37]1[CH:42]=[CH:41][CH:40]=[CH:39][C:38]=1[S:43][C:44]1[N:49]=[C:48]([CH:50]=[O:51])[CH:47]=[CH:46][CH:45]=1.